Dataset: Forward reaction prediction with 1.9M reactions from USPTO patents (1976-2016). Task: Predict the product of the given reaction. (1) Given the reactants [CH3:1][O:2][C:3](=[O:41])[C:4]1[CH:9]=[CH:8][C:7]([NH:10][C:11]([C@H:13]2[C@H:17]([C:18]3[CH:23]=[CH:22][CH:21]=[C:20]([Cl:24])[C:19]=3[F:25])[C@:16]([C:28]3[CH:33]=[CH:32][C:31]([Cl:34])=[CH:30][C:29]=3[F:35])([C:26]#[N:27])[C@H:15]([CH2:36][C:37]([CH3:40])([CH3:39])[CH3:38])[NH:14]2)=[O:12])=[CH:6][CH:5]=1.[F:42][C:43]1[CH:48]=[CH:47][CH:46]=[CH:45][C:44]=1[CH2:49][CH:50]=O.C(O[BH-](OC(=O)C)OC(=O)C)(=O)C.[Na+], predict the reaction product. The product is: [CH3:1][O:2][C:3](=[O:41])[C:4]1[CH:9]=[CH:8][C:7]([NH:10][C:11]([C@H:13]2[C@H:17]([C:18]3[CH:23]=[CH:22][CH:21]=[C:20]([Cl:24])[C:19]=3[F:25])[C@:16]([C:28]3[CH:33]=[CH:32][C:31]([Cl:34])=[CH:30][C:29]=3[F:35])([C:26]#[N:27])[C@H:15]([CH2:36][C:37]([CH3:38])([CH3:40])[CH3:39])[N:14]2[CH2:50][CH2:49][C:44]2[CH:45]=[CH:46][CH:47]=[CH:48][C:43]=2[F:42])=[O:12])=[CH:6][CH:5]=1. (2) Given the reactants C(=O)([O-])[O-].[K+].[K+].[OH:7][CH:8]1[CH2:12][NH:11][C@H:10]([C:13]([OH:15])=[O:14])[CH2:9]1.[CH3:16][C:17]1[CH:22]=[CH:21][CH:20]=[CH:19][C:18]=1[C:23]1[CH:31]=[CH:30][C:26]([C:27](Cl)=[O:28])=[CH:25][CH:24]=1, predict the reaction product. The product is: [OH:7][C@H:8]1[CH2:12][N:11]([C:27]([C:26]2[CH:25]=[CH:24][C:23]([C:18]3[CH:19]=[CH:20][CH:21]=[CH:22][C:17]=3[CH3:16])=[CH:31][CH:30]=2)=[O:28])[C@H:10]([C:13]([OH:15])=[O:14])[CH2:9]1. (3) Given the reactants Cl.C(OC(=O)[NH:8][C@@H:9]([CH2:19][C:20]1[CH:25]=[CH:24][C:23]([CH2:26][CH2:27][CH2:28][C@H:29]([CH:31]2[CH2:36][CH2:35][N:34]([C:37]3[N:42]=[CH:41][C:40]([Cl:43])=[CH:39][N:38]=3)[CH2:33][CH2:32]2)[CH3:30])=[CH:22][C:21]=1[F:44])[C:10]([N:12]1[CH2:16][CH2:15][C:14]([F:18])([F:17])[CH2:13]1)=[O:11])(C)(C)C, predict the reaction product. The product is: [ClH:43].[NH2:8][C@@H:9]([CH2:19][C:20]1[CH:25]=[CH:24][C:23]([CH2:26][CH2:27][CH2:28][C@H:29]([CH:31]2[CH2:36][CH2:35][N:34]([C:37]3[N:38]=[CH:39][C:40]([Cl:43])=[CH:41][N:42]=3)[CH2:33][CH2:32]2)[CH3:30])=[CH:22][C:21]=1[F:44])[C:10]([N:12]1[CH2:16][CH2:15][C:14]([F:18])([F:17])[CH2:13]1)=[O:11]. (4) The product is: [F:9][C:10]1[CH:15]=[C:14]2[C:13](=[C:12]([CH3:18])[CH:11]=1)[NH:16][C:2]1[CH2:3][CH2:4][CH2:5][CH2:6][C:1]2=1. Given the reactants [C:1]1(=O)[CH2:6][CH2:5][CH2:4][CH2:3][CH2:2]1.Cl.[F:9][C:10]1[CH:15]=[CH:14][C:13]([NH:16]N)=[C:12]([CH3:18])[CH:11]=1, predict the reaction product. (5) Given the reactants [C:1](N1C=CN=C1)(N1C=CN=C1)=[O:2].S(O)(O)(=O)=O.[NH2:18][C:19]1[NH:20][CH:21]=[CH:22][N:23]=1.CCN(C(C)C)C(C)C.[CH3:33][C:34]1[C:35]([CH2:41][N:42]([CH2:49][C:50]2[C:55]([CH:56]([CH3:58])[CH3:57])=[CH:54][CH:53]=[CH:52][N:51]=2)[CH:43]2[CH2:48][CH2:47][NH:46][CH2:45][CH2:44]2)=[N:36][CH:37]=[C:38]([CH3:40])[CH:39]=1, predict the reaction product. The product is: [NH:20]1[CH:21]=[CH:22][N:23]=[C:19]1[NH:18][C:1]([N:46]1[CH2:47][CH2:48][CH:43]([N:42]([CH2:41][C:35]2[C:34]([CH3:33])=[CH:39][C:38]([CH3:40])=[CH:37][N:36]=2)[CH2:49][C:50]2[C:55]([CH:56]([CH3:58])[CH3:57])=[CH:54][CH:53]=[CH:52][N:51]=2)[CH2:44][CH2:45]1)=[O:2]. (6) Given the reactants [CH3:1][O:2][C:3]1[CH:4]=[C:5]([CH:7]=[C:8]([O:10][CH3:11])[CH:9]=1)[NH2:6].[Br-:12].[Br-].[Br-].C([N+](CCCC)(CCCC)CCCC)CCC.C([N+](CCCC)(CCCC)CCCC)CCC.C([N+](CCCC)(CCCC)CCCC)CCC.C(=O)(O)[O-].[Na+], predict the reaction product. The product is: [Br:12][C:9]1[C:8]([O:10][CH3:11])=[CH:7][C:5]([NH2:6])=[CH:4][C:3]=1[O:2][CH3:1]. (7) Given the reactants [C:1]([O:4][C:5]1[CH:10]=[CH:9][C:8]([S:11](=[O:23])(=[O:22])[NH:12][CH2:13][C:14]2[CH:19]=[CH:18][CH:17]=[CH:16][C:15]=2[O:20][CH3:21])=[CH:7][CH:6]=1)(=[O:3])[CH3:2].C(=O)([O-])[O-].[Cs+].[Cs+].Br[CH2:31][C:32]1[CH:41]=[CH:40][C:35]([C:36]([O:38][CH3:39])=[O:37])=[CH:34][CH:33]=1, predict the reaction product. The product is: [C:1]([O:4][C:5]1[CH:6]=[CH:7][C:8]([S:11]([N:12]([CH2:31][C:32]2[CH:41]=[CH:40][C:35]([C:36]([O:38][CH3:39])=[O:37])=[CH:34][CH:33]=2)[CH2:13][C:14]2[CH:19]=[CH:18][CH:17]=[CH:16][C:15]=2[O:20][CH3:21])(=[O:23])=[O:22])=[CH:9][CH:10]=1)(=[O:3])[CH3:2]. (8) Given the reactants Br[CH2:2][O:3][CH3:4].[Br:5][C:6]1[CH:7]=[C:8]([C:12]([CH3:16])([CH3:15])[CH2:13][OH:14])[CH:9]=[CH:10][CH:11]=1, predict the reaction product. The product is: [Br:5][C:6]1[CH:11]=[CH:10][CH:9]=[C:8]([C:12]([CH3:16])([CH3:15])[CH2:13][O:14][CH2:2][O:3][CH3:4])[CH:7]=1. (9) Given the reactants [Cl:1][C:2]1[CH:3]=[CH:4][C:5]([NH:12][C:13]2[CH:14]=[C:15]3[C:19](=[CH:20][CH:21]=2)[N:18]([C:22]2[CH:27]=[CH:26][CH:25]=[C:24]([C:28]([F:31])([F:30])[F:29])[CH:23]=2)[CH:17]=[CH:16]3)=[C:6]([CH:11]=1)[C:7]([O:9]C)=[O:8].[OH-].[Na+].O.Cl, predict the reaction product. The product is: [Cl:1][C:2]1[CH:3]=[CH:4][C:5]([NH:12][C:13]2[CH:14]=[C:15]3[C:19](=[CH:20][CH:21]=2)[N:18]([C:22]2[CH:27]=[CH:26][CH:25]=[C:24]([C:28]([F:31])([F:29])[F:30])[CH:23]=2)[CH:17]=[CH:16]3)=[C:6]([CH:11]=1)[C:7]([OH:9])=[O:8].